From a dataset of Forward reaction prediction with 1.9M reactions from USPTO patents (1976-2016). Predict the product of the given reaction. (1) Given the reactants [CH2:1]([O:8][C:9]1[CH:14]=[CH:13][C:12](B(O)O)=[CH:11][CH:10]=1)[C:2]1[CH:7]=[CH:6][CH:5]=[CH:4][CH:3]=1.[NH2:18][C:19]1[C:28](Br)=[N:27][C:26]([Br:30])=[CH:25][C:20]=1[C:21]([O:23][CH3:24])=[O:22].C(=O)([O-])[O-].[Na+].[Na+], predict the reaction product. The product is: [NH2:18][C:19]1[C:28]([C:12]2[CH:13]=[CH:14][C:9]([O:8][CH2:1][C:2]3[CH:7]=[CH:6][CH:5]=[CH:4][CH:3]=3)=[CH:10][CH:11]=2)=[N:27][C:26]([Br:30])=[CH:25][C:20]=1[C:21]([O:23][CH3:24])=[O:22]. (2) Given the reactants [Cl:1][C:2]1[CH:3]=[CH:4][C:5]2[N:11]3[C:12]([CH:15]4[CH2:17][CH2:16]4)=[N:13][N:14]=[C:10]3[C@@H:9]([CH2:18][CH2:19][C:20]([NH:22][CH2:23][C:24](=O)[CH2:25][C:26]([O:28][CH2:29][CH3:30])=[O:27])=O)[O:8][C@H:7]([C:32]3[CH:37]=[CH:36][CH:35]=[C:34]([O:38][CH3:39])[C:33]=3[O:40][CH3:41])[C:6]=2[CH:42]=1.COC1C=CC(P2(SP(C3C=CC(OC)=CC=3)(=S)S2)=[S:52])=CC=1, predict the reaction product. The product is: [Cl:1][C:2]1[CH:3]=[CH:4][C:5]2[N:11]3[C:12]([CH:15]4[CH2:17][CH2:16]4)=[N:13][N:14]=[C:10]3[C@@H:9]([CH2:18][CH2:19][C:20]3[S:52][C:24]([CH2:25][C:26]([O:28][CH2:29][CH3:30])=[O:27])=[CH:23][N:22]=3)[O:8][C@H:7]([C:32]3[CH:37]=[CH:36][CH:35]=[C:34]([O:38][CH3:39])[C:33]=3[O:40][CH3:41])[C:6]=2[CH:42]=1.